This data is from Forward reaction prediction with 1.9M reactions from USPTO patents (1976-2016). The task is: Predict the product of the given reaction. (1) Given the reactants [C:1]1([C:7]2[O:8][C:9]([C:15]([F:18])([F:17])[F:16])=[C:10]([C:12]([OH:14])=O)[N:11]=2)[CH:6]=[CH:5][CH:4]=[CH:3][CH:2]=1.[N:19]1([C:25]2[N:30]=[CH:29][C:28]([NH2:31])=[CH:27][CH:26]=2)[CH2:24][CH2:23][S:22][CH2:21][CH2:20]1, predict the reaction product. The product is: [N:19]1([C:25]2[N:30]=[CH:29][C:28]([NH:31][C:12]([C:10]3[N:11]=[C:7]([C:1]4[CH:2]=[CH:3][CH:4]=[CH:5][CH:6]=4)[O:8][C:9]=3[C:15]([F:18])([F:17])[F:16])=[O:14])=[CH:27][CH:26]=2)[CH2:24][CH2:23][S:22][CH2:21][CH2:20]1. (2) Given the reactants [OH:1][C:2]1[CH:3]=[C:4]([C@@H:8]2[CH2:12][C:11]3([CH2:17][CH2:16][N:15]([C:18]([O:20][C:21]([CH3:24])([CH3:23])[CH3:22])=[O:19])[CH2:14][CH2:13]3)[O:10][CH2:9]2)[CH:5]=[CH:6][CH:7]=1.N1C=CC=CC=1.[F:31][C:32]([F:45])([F:44])[S:33](O[S:33]([C:32]([F:45])([F:44])[F:31])(=[O:35])=[O:34])(=[O:35])=[O:34], predict the reaction product. The product is: [F:31][C:32]([F:45])([F:44])[S:33]([O:1][C:2]1[CH:3]=[C:4]([C@@H:8]2[CH2:12][C:11]3([CH2:17][CH2:16][N:15]([C:18]([O:20][C:21]([CH3:24])([CH3:23])[CH3:22])=[O:19])[CH2:14][CH2:13]3)[O:10][CH2:9]2)[CH:5]=[CH:6][CH:7]=1)(=[O:35])=[O:34].